From a dataset of Full USPTO retrosynthesis dataset with 1.9M reactions from patents (1976-2016). Predict the reactants needed to synthesize the given product. (1) Given the product [C:38]([OH:39])(=[O:25])[CH3:35].[NH2:16][CH2:17][C:18]1[CH:23]=[CH:22][C:21]([C:2]2[N:6]3[N:7]=[C:8]([NH:11][CH2:12][CH2:13][CH2:14][CH3:15])[CH:9]=[CH:10][C:5]3=[N:4][CH:3]=2)=[CH:20][CH:19]=1, predict the reactants needed to synthesize it. The reactants are: Br[C:2]1[N:6]2[N:7]=[C:8]([NH:11][CH2:12][CH2:13][CH2:14][CH3:15])[CH:9]=[CH:10][C:5]2=[N:4][CH:3]=1.[NH2:16][CH2:17][C:18]1[CH:23]=[CH:22][C:21](B(O)[OH:25])=[CH:20][CH:19]=1.P([O-])([O-])([O-])=O.[K+].[K+].[K+].[CH2:35]([CH2:38][O:39]C)OC.O. (2) Given the product [C:2]([C:6]1[N:11]=[CH:10][C:9]([C:12]2[N:13]([C:33]([N:35]3[CH2:36][CH2:37][N:38]([CH2:41][C:42]([N:51]4[CH2:50][CH2:49][N:48]([C:54]5[CH:55]=[CH:56][C:57]([C:58]#[N:59])=[CH:60][CH:61]=5)[CH2:53][CH2:52]4)=[O:44])[CH2:39][CH2:40]3)=[O:34])[C@@:14]([C:26]3[CH:31]=[CH:30][C:29]([Cl:32])=[CH:28][CH:27]=3)([CH3:25])[C@@:15]([C:18]3[CH:19]=[CH:20][C:21]([Cl:24])=[CH:22][CH:23]=3)([CH3:17])[N:16]=2)=[C:8]([O:45][CH2:46][CH3:47])[CH:7]=1)([CH3:3])([CH3:5])[CH3:4], predict the reactants needed to synthesize it. The reactants are: Cl.[C:2]([C:6]1[N:11]=[CH:10][C:9]([C:12]2[N:13]([C:33]([N:35]3[CH2:40][CH2:39][N:38]([CH2:41][C:42]([OH:44])=O)[CH2:37][CH2:36]3)=[O:34])[C@@:14]([C:26]3[CH:31]=[CH:30][C:29]([Cl:32])=[CH:28][CH:27]=3)([CH3:25])[C@@:15]([C:18]3[CH:23]=[CH:22][C:21]([Cl:24])=[CH:20][CH:19]=3)([CH3:17])[N:16]=2)=[C:8]([O:45][CH2:46][CH3:47])[CH:7]=1)([CH3:5])([CH3:4])[CH3:3].[N:48]1([C:54]2[CH:61]=[CH:60][C:57]([C:58]#[N:59])=[CH:56][CH:55]=2)[CH2:53][CH2:52][NH:51][CH2:50][CH2:49]1. (3) Given the product [Br:11][C:8]1[CH:7]=[CH:6][C:5]([OH:10])=[C:4]([CH:1]([CH3:3])[CH3:2])[CH:9]=1, predict the reactants needed to synthesize it. The reactants are: [CH:1]([C:4]1[CH:9]=[CH:8][CH:7]=[CH:6][C:5]=1[OH:10])([CH3:3])[CH3:2].[Br:11]N1C(=O)CCC1=O. (4) Given the product [C:1]([O:5][C:6]([N:8]1[CH2:9][CH:10]([NH:12][C:13]2[CH:14]=[C:15]3[C:24](=[CH:25][C:26]=2[C:27]([F:29])([F:28])[F:30])[O:23][CH2:22][C:21]2[N:16]3[C@@H:17]([CH3:40])[C:18](=[O:39])[NH:19][N:20]=2)[CH2:11]1)=[O:7])([CH3:4])([CH3:2])[CH3:3].[C:1]([O:5][C:6]([N:8]1[CH2:9][CH:10]([NH:12][C:13]2[CH:14]=[C:15]3[C:24](=[CH:25][C:26]=2[C:27]([F:29])([F:28])[F:30])[O:23][CH2:22][C:21]2[N:16]3[C@H:17]([CH3:40])[C:18](=[O:39])[NH:19][N:20]=2)[CH2:11]1)=[O:7])([CH3:4])([CH3:2])[CH3:3], predict the reactants needed to synthesize it. The reactants are: [C:1]([O:5][C:6]([N:8]1[CH2:11][CH:10]([NH:12][C:13]2[CH:14]=[C:15]3[C:24](=[CH:25][C:26]=2[C:27]([F:30])([F:29])[F:28])[O:23][CH2:22][C:21]2[N:16]3[CH:17]([CH3:40])[C:18](=[O:39])[N:19](COCC[Si](C)(C)C)[N:20]=2)[CH2:9]1)=[O:7])([CH3:4])([CH3:3])[CH3:2].CCCC[N+](CCCC)(CCCC)CCCC.[F-].